This data is from Reaction yield outcomes from USPTO patents with 853,638 reactions. The task is: Predict the reaction yield, written as a fraction of the theoretical maximum amount of product (1.0 means a 100% yield; for example, 0.34 means a 34% yield). (1) The reactants are [CH2:1]([C:4]1[C:8]([CH2:9][CH2:10][CH2:11][OH:12])=[CH:7][N:6]([C:13]2[CH:18]=[CH:17][C:16]([C:19]([F:22])([F:21])[F:20])=[CH:15][N:14]=2)[N:5]=1)[CH2:2][CH3:3].O[C:24]1[CH:29]=[CH:28][C:27]([CH2:30][CH2:31][C:32]([O:34]C)=[O:33])=[C:26]([O:36][CH2:37][CH3:38])[CH:25]=1.C(P(CCCC)CCCC)CCC.N(C(N1CCCCC1)=O)=NC(N1CCCCC1)=O. The catalyst is O1CCCC1. The product is [CH2:37]([O:36][C:26]1[CH:25]=[C:24]([O:12][CH2:11][CH2:10][CH2:9][C:8]2[C:4]([CH2:1][CH2:2][CH3:3])=[N:5][N:6]([C:13]3[CH:18]=[CH:17][C:16]([C:19]([F:21])([F:20])[F:22])=[CH:15][N:14]=3)[CH:7]=2)[CH:29]=[CH:28][C:27]=1[CH2:30][CH2:31][C:32]([OH:34])=[O:33])[CH3:38]. The yield is 0.550. (2) The reactants are [NH2:1][C:2]1[CH:27]=[CH:26][C:5]([C:6]([NH:8][C:9]2[S:13][C:12]([NH:14][C:15]3[CH:20]=[CH:19][C:18]([O:21][CH3:22])=[CH:17][CH:16]=3)=[N:11][C:10]=2[C:23]([NH2:25])=[O:24])=[O:7])=[CH:4][CH:3]=1.C(N(CC)CC)C.C([O:38][CH2:39][C:40](Cl)=[O:41])(=O)C.C([O-])([O-])=O.[K+].[K+]. The catalyst is C1COCC1.O. The product is [OH:41][CH2:40][C:39]([NH:1][C:2]1[CH:3]=[CH:4][C:5]([C:6]([NH:8][C:9]2[S:13][C:12]([NH:14][C:15]3[CH:20]=[CH:19][C:18]([O:21][CH3:22])=[CH:17][CH:16]=3)=[N:11][C:10]=2[C:23]([NH2:25])=[O:24])=[O:7])=[CH:26][CH:27]=1)=[O:38]. The yield is 0.0900. (3) The reactants are [C:1]([O:4][C:5]1[C:23]([O:24][CH3:25])=[CH:22][C:8]([C:9]([NH:11][CH2:12][C:13]2[CH:18]=[CH:17][C:16]([N+:19]([O-])=O)=[CH:15][CH:14]=2)=[O:10])=[CH:7][C:6]=1[O:26][CH3:27])(=[O:3])[CH3:2].CC(C1C=C(C=C(C(C)(C)C)C=1O)C(NCC1C=CC([N+]([O-])=O)=CC=1)=O)(C)C. No catalyst specified. The product is [C:1]([O:4][C:5]1[C:23]([O:24][CH3:25])=[CH:22][C:8]([C:9]([NH:11][CH2:12][C:13]2[CH:14]=[CH:15][C:16]([NH2:19])=[CH:17][CH:18]=2)=[O:10])=[CH:7][C:6]=1[O:26][CH3:27])(=[O:3])[CH3:2]. The yield is 0.820. (4) The reactants are [Br:1][C:2]1[CH:3]=[C:4]([NH2:8])[CH:5]=[N:6][CH:7]=1.N1C=CC=CC=1.Cl[C:16]([O:18][CH2:19][CH3:20])=[O:17]. The catalyst is C(Cl)Cl. The product is [Br:1][C:2]1[CH:3]=[C:4]([NH:8][C:16](=[O:17])[O:18][CH2:19][CH3:20])[CH:5]=[N:6][CH:7]=1. The yield is 0.760. (5) The reactants are [I:1][C:2]1[CH:3]=[C:4]2[C:8](=[CH:9][CH:10]=1)[NH:7][N:6]=[C:5]2[C:11]([N:13]([O:15][CH3:16])[CH3:14])=[O:12].CC1C=CC(S(O)(=O)=O)=CC=1.[O:28]1[CH:33]=[CH:32][CH2:31][CH2:30][CH2:29]1. The catalyst is C(Cl)Cl.O. The product is [I:1][C:2]1[CH:3]=[C:4]2[C:8](=[CH:9][CH:10]=1)[N:7]([CH:29]1[CH2:30][CH2:31][CH2:32][CH2:33][O:28]1)[N:6]=[C:5]2[C:11]([N:13]([O:15][CH3:16])[CH3:14])=[O:12]. The yield is 0.800.